This data is from Forward reaction prediction with 1.9M reactions from USPTO patents (1976-2016). The task is: Predict the product of the given reaction. (1) Given the reactants O[C:2]1[CH:7]=[CH:6][N:5]([C:8]2[CH:13]=[CH:12][C:11]([S:14]([CH3:17])(=[O:16])=[O:15])=[CH:10][CH:9]=2)[C:4](=[O:18])[CH:3]=1.P(Br)(Br)([Br:21])=O.C([O-])(O)=O.[Na+], predict the reaction product. The product is: [Br:21][C:2]1[CH:7]=[CH:6][N:5]([C:8]2[CH:13]=[CH:12][C:11]([S:14]([CH3:17])(=[O:16])=[O:15])=[CH:10][CH:9]=2)[C:4](=[O:18])[CH:3]=1. (2) The product is: [CH2:1]([C:3]1[C:8]([I:15])=[CH:7][N:6]=[C:5]([NH2:9])[CH:4]=1)[CH3:2]. Given the reactants [CH2:1]([C:3]1[CH:8]=[CH:7][N:6]=[C:5]([NH2:9])[CH:4]=1)[CH3:2].C([O-])(=O)C.[K+].[I:15]Cl, predict the reaction product. (3) Given the reactants C(N[C:6]1[N:14]=[C:13]2[C:9]([N:10]=[C:11]([O:24][CH3:25])[N:12]2[CH2:15][CH2:16][CH2:17][CH2:18][CH:19]2[CH2:23][CH2:22][CH2:21][O:20]2)=[C:8]([NH2:26])[N:7]=1)CCC.FC(F)(F)C(O)=O.[CH:34]1([CH2:37][CH2:38][O:39]C2NC(N)=C3C(N=2)=NC(OC)=N3)[CH2:36][CH2:35]1.BrCCCCC1CCCO1, predict the reaction product. The product is: [CH:34]1([CH2:37][CH2:38][O:39][C:6]2[N:14]=[C:13]3[C:9]([N:10]=[C:11]([O:24][CH3:25])[N:12]3[CH2:15][CH2:16][CH2:17][CH2:18][CH:19]3[CH2:23][CH2:22][CH2:21][O:20]3)=[C:8]([NH2:26])[N:7]=2)[CH2:36][CH2:35]1. (4) Given the reactants [F:1][C:2]1[CH:10]=[C:9]([C:11]([F:14])([F:13])[F:12])[CH:8]=[CH:7][C:3]=1[C:4](Cl)=[O:5].[CH3:15][O:16][C:17]1[CH:22]=[C:21]([NH2:23])[CH:20]=[CH:19][N:18]=1.N1C=CC=CC=1.Cl, predict the reaction product. The product is: [F:1][C:2]1[CH:10]=[C:9]([C:11]([F:14])([F:13])[F:12])[CH:8]=[CH:7][C:3]=1[C:4]([NH:23][C:21]1[CH:20]=[CH:19][N:18]=[C:17]([O:16][CH3:15])[CH:22]=1)=[O:5]. (5) The product is: [N:29]1[CH:30]=[CH:31][CH:32]=[CH:33][C:28]=1[O:27][C:24]1[CH:23]=[CH:22][C:21]([CH:2]2[O:1][C:56](=[O:58])[NH:53][CH:3]2[CH2:7][C:8]2[CH:13]=[CH:12][CH:11]=[C:10]([O:14][C:15]([F:20])([F:19])[CH:16]([F:17])[F:18])[CH:9]=2)=[CH:26][CH:25]=1. Given the reactants [OH:1][CH:2]([C:21]1[CH:26]=[CH:25][C:24]([O:27][C:28]2[CH:33]=[CH:32][CH:31]=[CH:30][N:29]=2)=[CH:23][CH:22]=1)[CH:3]([CH2:7][C:8]1[CH:13]=[CH:12][CH:11]=[C:10]([O:14][C:15]([F:20])([F:19])[CH:16]([F:18])[F:17])[CH:9]=1)C(O)=O.C1(P(N=[N+]=[N-])(C2C=CC=CC=2)=O)C=CC=CC=1.C([N:53]([CH2:56]C)CC)C.[OH2:58], predict the reaction product. (6) Given the reactants [ClH:1].Cl.[F:3][C:4]1[CH:9]=[C:8]([C:10]#[N:11])[CH:7]=[CH:6][C:5]=1[C:12]1[CH:17]=[CH:16][C:15]([O:18][C:19]([F:22])([F:21])[F:20])=[C:14]([CH2:23][NH:24][C@H:25]2[CH2:30][CH2:29][NH:28][CH2:27][C@H:26]2[C:31]2[CH:36]=[CH:35][CH:34]=[CH:33][CH:32]=2)[CH:13]=1.[O:37]=[C:38]1[N:42]([CH2:43][C:44](O)=[O:45])[C:41](=[O:47])[C:40]2([CH2:51][CH2:50][CH2:49][CH2:48]2)[NH:39]1.Cl.C(OCC)(=O)C, predict the reaction product. The product is: [ClH:1].[O:37]=[C:38]1[N:42]([CH2:43][C:44]([N:28]2[CH2:29][CH2:30][C@H:25]([NH:24][CH2:23][C:14]3[CH:13]=[C:12]([C:5]4[CH:6]=[CH:7][C:8]([C:10]#[N:11])=[CH:9][C:4]=4[F:3])[CH:17]=[CH:16][C:15]=3[O:18][C:19]([F:21])([F:22])[F:20])[C@H:26]([C:31]3[CH:32]=[CH:33][CH:34]=[CH:35][CH:36]=3)[CH2:27]2)=[O:45])[C:41](=[O:47])[C:40]2([CH2:51][CH2:50][CH2:49][CH2:48]2)[NH:39]1.